Dataset: Reaction yield outcomes from USPTO patents with 853,638 reactions. Task: Predict the reaction yield, written as a fraction of the theoretical maximum amount of product (1.0 means a 100% yield; for example, 0.34 means a 34% yield). (1) The reactants are [NH2:1][CH2:2][CH2:3][SH:4].C[S-](C)[C:7]([S-])=[N:8][C:9](=[O:14])[C:10]([F:13])([F:12])[F:11]. The catalyst is C(O)C. The product is [F:11][C:10]([F:13])([F:12])[C:9]([N:8]=[C:7]1[NH:1][CH2:2][CH2:3][S:4]1)=[O:14]. The yield is 0.510. (2) The reactants are Cl[C:2]1[CH:3]=[CH:4][C:5]2[NH:11][C:10]3[CH:12]=[CH:13][CH:14]=[CH:15][C:9]=3[C:8]([C:16]3[CH:21]=[CH:20][C:19]([F:22])=[CH:18][CH:17]=3)=[N:7][C:6]=2[CH:23]=1.[F:24][C:25]1[CH:32]=[CH:31][C:28]([CH2:29][NH2:30])=[CH:27][CH:26]=1.F[B-](F)(F)F.C(P(C(C)(C)C)C(C)(C)C)(C)(C)C.N12CCCN=C1CCCCC2.C1C[O:65][CH2:64]C1. The catalyst is [C-]#[O+].[C-]#[O+].[C-]#[O+].[C-]#[O+].[C-]#[O+].[C-]#[O+].[Mo].CC1C(P(C2C([CH2-])=CC=CC=2)C2C(C)=CC=CC=2)=CC=CC=1.CC1C(P(C2C([CH2-])=CC=CC=2)C2C(C)=CC=CC=2)=CC=CC=1.CC(O)=O.CC(O)=O.[Pd].[Pd]. The product is [F:24][C:25]1[CH:32]=[CH:31][C:28]([CH2:29][NH:30][C:64]([C:2]2[CH:3]=[CH:4][C:5]3[NH:11][C:10]4[CH:12]=[CH:13][CH:14]=[CH:15][C:9]=4[C:8]([C:16]4[CH:21]=[CH:20][C:19]([F:22])=[CH:18][CH:17]=4)=[N:7][C:6]=3[CH:23]=2)=[O:65])=[CH:27][CH:26]=1. The yield is 0.300. (3) The reactants are [Si:1]([O:8][C:9]1[CH:14]=[CH:13][C:12]([C:15]2[N:16]=[C:17]([C:22]3[S:23][CH:24]=[CH:25][CH:26]=3)[C:18]([NH2:21])=[N:19][CH:20]=2)=[CH:11][CH:10]=1)([C:4]([CH3:7])([CH3:6])[CH3:5])([CH3:3])[CH3:2].[Si:27]([O:34][C:35]1[CH:40]=[CH:39][C:38]([CH2:41][C:42](Cl)=[O:43])=[CH:37][CH:36]=1)([C:30]([CH3:33])([CH3:32])[CH3:31])([CH3:29])[CH3:28].O. The catalyst is CN(C)C1C=CN=CC=1.N1C=CC=CC=1. The product is [Si:27]([O:34][C:35]1[CH:36]=[CH:37][C:38]([CH2:41][C:42]([NH:21][C:18]2[C:17]([C:22]3[S:23][CH:24]=[CH:25][CH:26]=3)=[N:16][C:15]([C:12]3[CH:11]=[CH:10][C:9]([O:8][Si:1]([C:4]([CH3:7])([CH3:5])[CH3:6])([CH3:2])[CH3:3])=[CH:14][CH:13]=3)=[CH:20][N:19]=2)=[O:43])=[CH:39][CH:40]=1)([C:30]([CH3:33])([CH3:32])[CH3:31])([CH3:29])[CH3:28]. The yield is 0.444. (4) The reactants are [CH2:1]([O:3][C:4]([C:6]1[C:18](=[O:19])[N:17]([CH:20]2[CH2:24][CH2:23][CH2:22][CH2:21]2)[C:9]2[N:10]=[C:11](S(C)=O)[N:12]=[CH:13][C:8]=2[C:7]=1[CH3:25])=[O:5])[CH3:2].[C:26]([O:30][C:31]([N:33]1[CH2:38][CH2:37][N:36]([C:39]2[CH:40]=[N:41][C:42]([NH2:45])=[CH:43][CH:44]=2)[CH2:35][CH2:34]1)=[O:32])([CH3:29])([CH3:28])[CH3:27].C(OCC)C. The catalyst is C1(C)C=CC=CC=1. The product is [CH2:1]([O:3][C:4]([C:6]1[C:18](=[O:19])[N:17]([CH:20]2[CH2:24][CH2:23][CH2:22][CH2:21]2)[C:9]2[N:10]=[C:11]([NH:45][C:42]3[CH:43]=[CH:44][C:39]([N:36]4[CH2:37][CH2:38][N:33]([C:31]([O:30][C:26]([CH3:29])([CH3:28])[CH3:27])=[O:32])[CH2:34][CH2:35]4)=[CH:40][N:41]=3)[N:12]=[CH:13][C:8]=2[C:7]=1[CH3:25])=[O:5])[CH3:2]. The yield is 0.290. (5) The reactants are FC(F)(F)C(O)=O.[CH3:8][O:9][C:10]1[CH:15]=[CH:14][C:13]([C:16]2[CH:21]=[CH:20][N:19]([C:22]3[CH:23]=[CH:24][C:25]4[C:26]5[CH2:35][N:34](C(OC(C)(C)C)=O)[CH2:33][CH2:32][C:27]=5[N:28]([CH3:31])[C:29]=4[CH:30]=3)[C:18](=[O:43])[CH:17]=2)=[C:12]([CH3:44])[CH:11]=1.C([O-])(O)=O.[Na+]. The catalyst is C(Cl)Cl. The product is [CH3:8][O:9][C:10]1[CH:15]=[CH:14][C:13]([C:16]2[CH:21]=[CH:20][N:19]([C:22]3[CH:23]=[CH:24][C:25]4[C:26]5[CH2:35][NH:34][CH2:33][CH2:32][C:27]=5[N:28]([CH3:31])[C:29]=4[CH:30]=3)[C:18](=[O:43])[CH:17]=2)=[C:12]([CH3:44])[CH:11]=1. The yield is 0.800. (6) The reactants are C([NH:5][C:6]([C:8]1[C:13]([CH2:14][C:15](=O)[C:16]([O:18][CH2:19][CH3:20])=[O:17])=[CH:12][CH:11]=[CH:10][N:9]=1)=[O:7])(C)(C)C.C([O-])(=O)C.[NH4+]. The catalyst is C(O)(=O)C. The product is [O:7]=[C:6]1[C:8]2[N:9]=[CH:10][CH:11]=[CH:12][C:13]=2[CH:14]=[C:15]([C:16]([O:18][CH2:19][CH3:20])=[O:17])[NH:5]1. The yield is 0.800. (7) The reactants are [Br:1][C:2]1[C:3](=[O:30])[N:4]([C:20]2[CH:21]=[C:22]([CH:27]=[CH:28][CH:29]=2)[C:23]([O:25]C)=[O:24])[C:5]([CH2:18][OH:19])=[CH:6][C:7]=1[O:8][CH2:9][C:10]1[CH:15]=[CH:14][C:13]([F:16])=[CH:12][C:11]=1[F:17].[OH-].[Na+].Cl. The catalyst is O1CCCC1CO. The product is [Br:1][C:2]1[C:3](=[O:30])[N:4]([C:20]2[CH:21]=[C:22]([CH:27]=[CH:28][CH:29]=2)[C:23]([OH:25])=[O:24])[C:5]([CH2:18][OH:19])=[CH:6][C:7]=1[O:8][CH2:9][C:10]1[CH:15]=[CH:14][C:13]([F:16])=[CH:12][C:11]=1[F:17]. The yield is 0.930. (8) The reactants are [CH3:1][NH:2][CH2:3][CH2:4][CH:5]([O:12][C:13]1[CH:14]=[CH:15][C:16]([C:19]([F:22])([F:21])[F:20])=[CH:17][CH:18]=1)[C:6]1[CH:7]=[CH:8][CH:9]=[CH:10][CH:11]=1.[ClH:23].[C:24]([OH:32])(=[O:31])[C:25]1[CH:30]=[CH:29][CH:28]=[CH:27][CH:26]=1. The catalyst is C(#N)C. The product is [CH3:1][NH:2][CH2:3][CH2:4][CH:5]([O:12][C:13]1[CH:18]=[CH:17][C:16]([C:19]([F:20])([F:22])[F:21])=[CH:15][CH:14]=1)[C:6]1[CH:7]=[CH:8][CH:9]=[CH:10][CH:11]=1.[ClH:23].[C:24]([OH:32])(=[O:31])[C:25]1[CH:30]=[CH:29][CH:28]=[CH:27][CH:26]=1. The yield is 0.920.